Dataset: NCI-60 drug combinations with 297,098 pairs across 59 cell lines. Task: Regression. Given two drug SMILES strings and cell line genomic features, predict the synergy score measuring deviation from expected non-interaction effect. Drug 1: C1CC(=O)NC(=O)C1N2CC3=C(C2=O)C=CC=C3N. Drug 2: CC1C(C(CC(O1)OC2CC(OC(C2O)C)OC3=CC4=CC5=C(C(=O)C(C(C5)C(C(=O)C(C(C)O)O)OC)OC6CC(C(C(O6)C)O)OC7CC(C(C(O7)C)O)OC8CC(C(C(O8)C)O)(C)O)C(=C4C(=C3C)O)O)O)O. Cell line: CAKI-1. Synergy scores: CSS=-0.843, Synergy_ZIP=-4.63, Synergy_Bliss=-12.3, Synergy_Loewe=-7.04, Synergy_HSA=-9.04.